Dataset: Full USPTO retrosynthesis dataset with 1.9M reactions from patents (1976-2016). Task: Predict the reactants needed to synthesize the given product. (1) Given the product [NH3:3].[CH3:16][C:17]1[CH:22]=[C:21]([CH3:23])[N:20]=[C:19]([N:24]2[CH2:31][CH:30]3[CH:26]([CH2:27][N:28]([C:13]([C:8]4[C:7]([C:5]5[O:4][N:3]=[C:2]([CH3:1])[N:6]=5)=[CH:12][CH:11]=[CH:10][N:9]=4)=[O:15])[CH2:29]3)[CH2:25]2)[N:18]=1, predict the reactants needed to synthesize it. The reactants are: [CH3:1][C:2]1[N:6]=[C:5]([C:7]2[C:8]([C:13]([OH:15])=O)=[N:9][CH:10]=[CH:11][CH:12]=2)[O:4][N:3]=1.[CH3:16][C:17]1[CH:22]=[C:21]([CH3:23])[N:20]=[C:19]([N:24]2[CH2:31][CH:30]3[CH:26]([CH2:27][NH:28][CH2:29]3)[CH2:25]2)[N:18]=1.CCN=C=NCCCN(C)C.Cl.C1C=CC2N(O)N=NC=2C=1. (2) Given the product [Cl:3][C:4]1[CH:5]=[C:6]([CH:7]=[CH:8][CH:9]=1)[O:10][C:12]1[CH:19]=[CH:18][C:15]([C:23]([OH:24])=[O:1])=[CH:14][CH:13]=1, predict the reactants needed to synthesize it. The reactants are: [OH-:1].[K+].[Cl:3][C:4]1[CH:5]=[C:6]([OH:10])[CH:7]=[CH:8][CH:9]=1.F[C:12]1[CH:19]=[CH:18][C:15](C#N)=[CH:14][CH:13]=1.CN([CH:23]=[O:24])C. (3) The reactants are: Br[C:2]1[CH:32]=[CH:31][C:5]2[N:6]=[C:7]([NH:9][C:10]3[CH:15]=[C:14]([CH2:16][N:17]4[CH2:22][CH2:21][CH2:20][CH2:19][CH2:18]4)[N:13]=[C:12]([NH:23][C@H:24]4[CH2:29][CH2:28][C@H:27]([OH:30])[CH2:26][CH2:25]4)[N:11]=3)[S:8][C:4]=2[CH:3]=1.[O:33]1[CH2:37][CH2:36][NH:35][C:34]1=[O:38].C(=O)([O-])[O-].[Cs+].[Cs+].CNCCNC. Given the product [OH:30][C@H:27]1[CH2:28][CH2:29][C@H:24]([NH:23][C:12]2[N:11]=[C:10]([NH:9][C:7]3[S:8][C:4]4[CH:3]=[C:2]([N:35]5[CH2:36][CH2:37][O:33][C:34]5=[O:38])[CH:32]=[CH:31][C:5]=4[N:6]=3)[CH:15]=[C:14]([CH2:16][N:17]3[CH2:22][CH2:21][CH2:20][CH2:19][CH2:18]3)[N:13]=2)[CH2:25][CH2:26]1, predict the reactants needed to synthesize it. (4) Given the product [F:1][C@H:2]1[CH2:6][CH2:5][N:4]([CH2:7][C:8]2[CH:9]=[CH:10][C:11]([NH2:14])=[N:12][CH:13]=2)[CH2:3]1, predict the reactants needed to synthesize it. The reactants are: [F:1][C@H:2]1[CH2:6][CH2:5][N:4]([CH2:7][C:8]2[CH:9]=[CH:10][C:11]([NH:14]C(=O)OC(C)(C)C)=[N:12][CH:13]=2)[CH2:3]1.FC(F)(F)C(O)=O. (5) Given the product [C:1]([O:4][C@@H:5]1[CH2:21][C@H:20]2[C@@:8]([CH3:31])([C@@H:9]3[C@@H:17]([C@@H:18]([OH:23])[C@@H:19]2[OH:22])[C@H:16]2[C@@:12]([CH3:30])([C:13]([C:24]4[S:25][CH:26]=[CH:27][CH:28]=4)=[CH:14][CH2:15]2)[CH2:11][CH2:10]3)[CH2:7][CH2:6]1)(=[O:3])[CH3:2], predict the reactants needed to synthesize it. The reactants are: [C:1]([O:4][C@@H:5]1[CH2:21][C@H:20]2[C@@:8]([CH3:31])([C@@H:9]3[C@@H:17]([C@@H:18]([OH:23])[C@@H:19]2[OH:22])[C@H:16]2[C@@:12]([CH3:30])([C@:13](O)([C:24]4[S:25][CH:26]=[CH:27][CH:28]=4)[CH2:14][CH2:15]2)[CH2:11][CH2:10]3)[CH2:7][CH2:6]1)(=[O:3])[CH3:2]. (6) The reactants are: O1CCCC1.[CH3:6][C:7]1[C:11]([C:12]2[CH:17]=[C:16]([OH:18])[CH:15]=[CH:14][C:13]=2[CH2:19][CH2:20][C:21]([O:23]CC)=[O:22])=[C:10]([CH3:26])[O:9][N:8]=1.CCO.[OH-].[Na+]. Given the product [CH3:6][C:7]1[C:11]([C:12]2[CH:17]=[C:16]([OH:18])[CH:15]=[CH:14][C:13]=2[CH2:19][CH2:20][C:21]([OH:23])=[O:22])=[C:10]([CH3:26])[O:9][N:8]=1, predict the reactants needed to synthesize it.